Predict the product of the given reaction. From a dataset of Forward reaction prediction with 1.9M reactions from USPTO patents (1976-2016). (1) Given the reactants [NH:1]([C:3]1[CH:8]=[CH:7][C:6]([N+:9]([O-:11])=[O:10])=[CH:5][N:4]=1)[NH2:2].[C:12](OC)(OC)(OC)[CH2:13][CH2:14][CH2:15][CH3:16], predict the reaction product. The product is: [CH2:13]([C:12]1[N:4]2[CH:5]=[C:6]([N+:9]([O-:11])=[O:10])[CH:7]=[CH:8][C:3]2=[N:1][N:2]=1)[CH2:14][CH2:15][CH3:16]. (2) Given the reactants [Cl:1][C:2]1[C:3]([NH:18][C:19]2[C:26]([F:27])=[CH:25][CH:24]=[CH:23]C=2C#N)=[CH:4][C:5]([NH:8][C:9]2[N:13]([CH:14]([CH3:16])[CH3:15])[N:12]=[C:11]([CH3:17])[CH:10]=2)=[N:6][CH:7]=1.[OH-].[Na+].[C:30]([O:33]CC)(=[O:32])[CH3:31], predict the reaction product. The product is: [Cl:1][C:2]1[C:3]([NH:18][C:19]2[C:26]([F:27])=[CH:25][CH:24]=[CH:23][C:31]=2[C:30]([OH:33])=[O:32])=[CH:4][C:5]([NH:8][C:9]2[N:13]([CH:14]([CH3:16])[CH3:15])[N:12]=[C:11]([CH3:17])[CH:10]=2)=[N:6][CH:7]=1.